Dataset: Catalyst prediction with 721,799 reactions and 888 catalyst types from USPTO. Task: Predict which catalyst facilitates the given reaction. (1) Reactant: [NH2:1][C:2]1[C:3]([O:11][CH3:12])=[C:4]([C:8](=[O:10])[CH3:9])[CH:5]=[CH:6][CH:7]=1.[CH3:13][S:14](Cl)(=[O:16])=[O:15]. Product: [CH3:12][O:11][C:3]1[C:2]([NH:1][S:14]([CH3:13])(=[O:16])=[O:15])=[CH:7][CH:6]=[CH:5][C:4]=1[C:8](=[O:10])[CH3:9]. The catalyst class is: 254. (2) Reactant: Cl.[NH2:2][C:3]1[C:12]2[CH2:11][CH2:10][CH2:9][CH2:8][C:7]=2[C:6]([C:13]#[N:14])=[CH:5][CH:4]=1.[C:15]([O-])(O)=[O:16].[Na+].C(Cl)(Cl)=O.C1(C)C=CC=CC=1. Product: [N:2]([C:3]1[C:12]2[CH2:11][CH2:10][CH2:9][CH2:8][C:7]=2[C:6]([C:13]#[N:14])=[CH:5][CH:4]=1)=[C:15]=[O:16]. The catalyst class is: 2. (3) Reactant: [CH2:1]([C:7]1([CH2:25][CH2:26][CH2:27][CH2:28][CH2:29][CH3:30])[C:19]2[CH:18]=[C:17]3[C:20](=[O:24])[CH:21]([CH3:23])[CH2:22][C:16]3=[CH:15][C:14]=2[C:13]2[C:8]1=[CH:9][CH:10]=[CH:11][CH:12]=2)[CH2:2][CH2:3][CH2:4][CH2:5][CH3:6].C(O)C.[BH4-].[Na+]. Product: [CH2:25]([C:7]1([CH2:1][CH2:2][CH2:3][CH2:4][CH2:5][CH3:6])[C:19]2[CH:18]=[C:17]3[CH:20]([OH:24])[CH:21]([CH3:23])[CH2:22][C:16]3=[CH:15][C:14]=2[C:13]2[C:8]1=[CH:9][CH:10]=[CH:11][CH:12]=2)[CH2:26][CH2:27][CH2:28][CH2:29][CH3:30]. The catalyst class is: 1. (4) Reactant: C([N:8](CC1C=CC=CC=1)[C@@H:9]([C@H:15]([OH:19])[CH:16]([CH3:18])[CH3:17])[C:10]([O:12][CH2:13][CH3:14])=[O:11])C1C=CC=CC=1. Product: [NH2:8][C@@H:9]([C@H:15]([OH:19])[CH:16]([CH3:18])[CH3:17])[C:10]([O:12][CH2:13][CH3:14])=[O:11]. The catalyst class is: 50. (5) Reactant: [N+]([O-])([O-])=O.[CH3:5][O:6][C:7]1[CH:8]=[C:9]([NH:17][C:18]([NH2:20])=[NH2+:19])[CH:10]=[C:11]([O:15][CH3:16])[C:12]=1[O:13][CH3:14].[C:21]1([C:27](=O)[C:28]([C:33]#N)=[CH:29][N:30](C)C)[CH:26]=[CH:25][CH:24]=[CH:23][CH:22]=1.[OH-].[Na+]. Product: [C:29]([C:28]1[C:27]([C:21]2[CH:26]=[CH:25][CH:24]=[CH:23][CH:22]=2)=[N:19][C:18]([NH:17][C:9]2[CH:10]=[C:11]([O:15][CH3:16])[C:12]([O:13][CH3:14])=[C:7]([O:6][CH3:5])[CH:8]=2)=[N:20][CH:33]=1)#[N:30]. The catalyst class is: 8.